From a dataset of Forward reaction prediction with 1.9M reactions from USPTO patents (1976-2016). Predict the product of the given reaction. (1) Given the reactants [OH:1][C:2]1[CH:3]=[C:4]2[C:9](=[CH:10][CH:11]=1)[CH:8]=[C:7]([C:12]#[N:13])[CH:6]=[CH:5]2.Br[CH2:15][CH2:16][F:17].C([O-])([O-])=O.[K+].[K+], predict the reaction product. The product is: [F:17][CH2:16][CH2:15][O:1][C:2]1[CH:3]=[C:4]2[C:9](=[CH:10][CH:11]=1)[CH:8]=[C:7]([C:12]#[N:13])[CH:6]=[CH:5]2. (2) Given the reactants [Br:1][C:2]1[CH:3]=[CH:4][C:5]([O:13][CH3:14])=[C:6]([C@H:8]([CH3:12])[C:9]([OH:11])=[O:10])[CH:7]=1.C([C@@H]1COC(=O)N1C(=O)[C@@H](C1C=C(Br)C=CC=1OC)C)C1C=CC=CC=1, predict the reaction product. The product is: [Br:1][C:2]1[CH:3]=[CH:4][C:5]([O:13][CH3:14])=[C:6]([C@@H:8]([CH3:12])[C:9]([OH:11])=[O:10])[CH:7]=1. (3) Given the reactants Br[C:2]1[CH:3]=[C:4]2[CH:10]=[CH:9][NH:8][C:5]2=[N:6][CH:7]=1.[CH3:11][S:12]([O-:14])=[O:13].[Na+].N1CCC[C@H]1C(O)=O.[OH-].[Na+].N, predict the reaction product. The product is: [CH3:11][S:12]([C:2]1[CH:3]=[C:4]2[CH:10]=[CH:9][NH:8][C:5]2=[N:6][CH:7]=1)(=[O:14])=[O:13]. (4) Given the reactants [C:1]([O:5][C:6]([N:8]1[CH2:12][C@H:11]([CH2:13][C:14]2[CH:19]=[CH:18][CH:17]=[CH:16][CH:15]=2)[C@@H:10]([C:20](O)=[O:21])[CH2:9]1)=[O:7])([CH3:4])([CH3:3])[CH3:2].CSC.B.CO, predict the reaction product. The product is: [C:1]([O:5][C:6]([N:8]1[CH2:9][C@H:10]([CH2:20][OH:21])[C@@H:11]([CH2:13][C:14]2[CH:15]=[CH:16][CH:17]=[CH:18][CH:19]=2)[CH2:12]1)=[O:7])([CH3:4])([CH3:2])[CH3:3]. (5) Given the reactants [CH3:1][N:2]([CH3:25])[C:3]1[N:4]=[C:5]([C:20]2[O:21][CH:22]=[CH:23][CH:24]=2)[C:6]2[CH:11]=[CH:10][N:9](COCC[Si](C)(C)C)[C:7]=2[N:8]=1.[F-].C([N+](CCCC)(CCCC)CCCC)CCC.O, predict the reaction product. The product is: [CH3:1][N:2]([CH3:25])[C:3]1[NH:8][C:7]2=[N:9][CH:10]=[CH:11][C:6]2=[C:5]([C:20]2[O:21][CH:22]=[CH:23][CH:24]=2)[N:4]=1.